The task is: Predict which catalyst facilitates the given reaction.. This data is from Catalyst prediction with 721,799 reactions and 888 catalyst types from USPTO. (1) Product: [Cl:1][C:2]1[CH:3]=[CH:4][CH:5]=[C:6]2[C:10]=1[N:9]([CH2:11][CH:12]1[CH2:17][CH2:16][CH2:15][CH2:14][CH2:13]1)[CH:8]=[C:7]2[C:18](=[S:30])[NH2:20]. Reactant: [Cl:1][C:2]1[CH:3]=[CH:4][CH:5]=[C:6]2[C:10]=1[N:9]([CH2:11][CH:12]1[CH2:17][CH2:16][CH2:15][CH2:14][CH2:13]1)[CH:8]=[C:7]2[C:18]([NH2:20])=O.COC1C=CC(P2(SP(C3C=CC(OC)=CC=3)(=S)S2)=[S:30])=CC=1.C1(C)C=CC=CC=1. The catalyst class is: 7. (2) Reactant: [CH:1]1([N:5]2[CH2:11][CH2:10][CH2:9][N:8]([C:12]([N:14]3[CH2:17][CH:16]([OH:18])[CH2:15]3)=[O:13])[CH2:7][CH2:6]2)[CH2:4][CH2:3][CH2:2]1.[H-].[Na+].Br[CH2:22][C:23]1[CH:28]=[CH:27][C:26]([Cl:29])=[CH:25][CH:24]=1. Product: [Cl:29][C:26]1[CH:27]=[CH:28][C:23]([CH2:22][O:18][CH:16]2[CH2:15][N:14]([C:12]([N:8]3[CH2:9][CH2:10][CH2:11][N:5]([CH:1]4[CH2:4][CH2:3][CH2:2]4)[CH2:6][CH2:7]3)=[O:13])[CH2:17]2)=[CH:24][CH:25]=1. The catalyst class is: 1. (3) Reactant: [F:1][C:2]1[C:3]([NH:9][C:10](=[O:18])[C:11]2[CH:16]=[CH:15][C:14]([CH3:17])=[CH:13][CH:12]=2)=[N:4][C:5]([OH:8])=[N:6][CH:7]=1.[C:19]([O-])([O-])=O.[K+].[K+].IC. Product: [F:1][C:2]1[C:3]([NH:9][C:10](=[O:18])[C:11]2[CH:16]=[CH:15][C:14]([CH3:17])=[CH:13][CH:12]=2)=[N:4][C:5](=[O:8])[N:6]([CH3:19])[CH:7]=1. The catalyst class is: 3. (4) Reactant: [CH3:1][C:2]1[CH:6]=[C:5]([S:7](=[O:10])(=[O:9])[NH2:8])[S:4][C:3]=1[CH2:11][CH2:12][O:13][C:14](=[O:16])[CH3:15].Cl[C:18](OC1C=CC=CC=1)=[O:19].C(N(CC)CC)C.[Br:34][C:35]1[S:39][C:38]([NH2:40])=[N:37][C:36]=1[CH3:41]. Product: [C:14]([O:13][CH2:12][CH2:11][C:3]1[S:4][C:5]([S:7]([NH:8][C:18](=[O:19])[NH:40][C:38]2[S:39][C:35]([Br:34])=[C:36]([CH3:41])[N:37]=2)(=[O:10])=[O:9])=[CH:6][C:2]=1[CH3:1])(=[O:16])[CH3:15]. The catalyst class is: 10. (5) Reactant: [F:1][C:2]([F:7])([F:6])[C:3](=[NH:5])[NH2:4].O=[C:9]([CH3:15])[CH2:10][C:11](OC)=[O:12].C[O-].[Na+]. Product: [CH3:15][C:9]1[N:4]=[C:3]([C:2]([F:7])([F:6])[F:1])[NH:5][C:11](=[O:12])[CH:10]=1. The catalyst class is: 5. (6) Reactant: [C:1]([O:5][C:6](=[O:21])[CH2:7]/[C:8](=[CH:12]\[CH2:13][CH2:14][C:15]1[CH:20]=[CH:19][CH:18]=[CH:17][CH:16]=1)/[C:9]([OH:11])=[O:10])([CH3:4])([CH3:3])[CH3:2].C1(N)CCCCC1. Product: [C:1]([O:5][C:6](=[O:21])[CH2:7][C@@H:8]([CH2:12][CH2:13][CH2:14][C:15]1[CH:16]=[CH:17][CH:18]=[CH:19][CH:20]=1)[C:9]([OH:11])=[O:10])([CH3:4])([CH3:2])[CH3:3]. The catalyst class is: 5. (7) Reactant: [H-].[Na+].COCCOC.COP([CH2:15][C:16]([C:18]1[CH:23]=[CH:22][CH:21]=[C:20]([CH2:24][C:25]2[CH:30]=[CH:29][CH:28]=[CH:27][CH:26]=2)[CH:19]=1)=[O:17])(=O)OC.[CH2:31]([O:33][C:34](=[O:49])[CH2:35][CH2:36][CH2:37][CH2:38][CH2:39][CH2:40][N:41]1[C:45](=[O:46])[CH2:44][CH2:43][C@@H:42]1[CH:47]=O)[CH3:32]. Product: [CH2:31]([O:33][C:34](=[O:49])[CH2:35][CH2:36][CH2:37][CH2:38][CH2:39][CH2:40][N:41]1[C:45](=[O:46])[CH2:44][CH2:43][C@@H:42]1/[CH:47]=[CH:15]/[CH:16]([C:18]1[CH:23]=[CH:22][CH:21]=[C:20]([CH2:24][C:25]2[CH:26]=[CH:27][CH:28]=[CH:29][CH:30]=2)[CH:19]=1)[OH:17])[CH3:32]. The catalyst class is: 13. (8) Reactant: [Br:1]N1C(=O)CCC1=O.[O:9]=[C:10]1[N:18]2[C:19]([CH2:28][NH:29][C:30](=[O:32])[CH3:31])([C:22]3[CH:27]=[CH:26][CH:25]=[CH:24][N:23]=3)[CH2:20][O:21][C:16]3=[C:17]2[C:12](=[CH:13][CH:14]=[CH:15]3)[NH:11]1. Product: [Br:1][C:15]1[C:16]2[O:21][CH2:20][C:19]([CH2:28][NH:29][C:30](=[O:32])[CH3:31])([C:22]3[CH:27]=[CH:26][CH:25]=[CH:24][N:23]=3)[N:18]3[C:10](=[O:9])[NH:11][C:12]([C:17]=23)=[CH:13][CH:14]=1. The catalyst class is: 477. (9) Reactant: Cl[C:2]1[CH:3]=[CH:4][C:5]2[N:6]([C:8]([C:11]([F:14])([F:13])[F:12])=[N:9][N:10]=2)[N:7]=1.[N:15]1[CH:20]=[CH:19][CH:18]=[C:17]([C:21]2([OH:27])[CH2:26][CH2:25][NH:24][CH2:23][CH2:22]2)[CH:16]=1.C(N(C(C)C)C(C)C)C. Product: [N:15]1[CH:20]=[CH:19][CH:18]=[C:17]([C:21]2([OH:27])[CH2:22][CH2:23][N:24]([C:2]3[CH:3]=[CH:4][C:5]4[N:6]([C:8]([C:11]([F:14])([F:13])[F:12])=[N:9][N:10]=4)[N:7]=3)[CH2:25][CH2:26]2)[CH:16]=1. The catalyst class is: 18.